This data is from Merck oncology drug combination screen with 23,052 pairs across 39 cell lines. The task is: Regression. Given two drug SMILES strings and cell line genomic features, predict the synergy score measuring deviation from expected non-interaction effect. (1) Drug 1: Nc1ccn(C2OC(CO)C(O)C2(F)F)c(=O)n1. Drug 2: O=C(NOCC(O)CO)c1ccc(F)c(F)c1Nc1ccc(I)cc1F. Cell line: A2780. Synergy scores: synergy=10.6. (2) Drug 1: O=S1(=O)NC2(CN1CC(F)(F)F)C1CCC2Cc2cc(C=CCN3CCC(C(F)(F)F)CC3)ccc2C1. Drug 2: CC1CC2C3CCC4=CC(=O)C=CC4(C)C3(F)C(O)CC2(C)C1(O)C(=O)CO. Cell line: MDAMB436. Synergy scores: synergy=0.340. (3) Drug 1: COc1cc(C2c3cc4c(cc3C(OC3OC5COC(C)OC5C(O)C3O)C3COC(=O)C23)OCO4)cc(OC)c1O. Drug 2: C=CCn1c(=O)c2cnc(Nc3ccc(N4CCN(C)CC4)cc3)nc2n1-c1cccc(C(C)(C)O)n1. Cell line: OVCAR3. Synergy scores: synergy=63.3. (4) Drug 1: CC(=O)OC1C(=O)C2(C)C(O)CC3OCC3(OC(C)=O)C2C(OC(=O)c2ccccc2)C2(O)CC(OC(=O)C(O)C(NC(=O)c3ccccc3)c3ccccc3)C(C)=C1C2(C)C. Drug 2: CCN(CC)CCNC(=O)c1c(C)[nH]c(C=C2C(=O)Nc3ccc(F)cc32)c1C. Cell line: NCIH520. Synergy scores: synergy=3.12. (5) Drug 1: CS(=O)(=O)CCNCc1ccc(-c2ccc3ncnc(Nc4ccc(OCc5cccc(F)c5)c(Cl)c4)c3c2)o1. Drug 2: Cc1nc(Nc2ncc(C(=O)Nc3c(C)cccc3Cl)s2)cc(N2CCN(CCO)CC2)n1. Cell line: MDAMB436. Synergy scores: synergy=12.4. (6) Drug 1: COC12C(COC(N)=O)C3=C(C(=O)C(C)=C(N)C3=O)N1CC1NC12. Drug 2: COC1=C2CC(C)CC(OC)C(O)C(C)C=C(C)C(OC(N)=O)C(OC)C=CC=C(C)C(=O)NC(=CC1=O)C2=O. Cell line: A2780. Synergy scores: synergy=-7.70. (7) Drug 1: O=C(NOCC(O)CO)c1ccc(F)c(F)c1Nc1ccc(I)cc1F. Drug 2: Cc1nc(Nc2ncc(C(=O)Nc3c(C)cccc3Cl)s2)cc(N2CCN(CCO)CC2)n1. Cell line: OVCAR3. Synergy scores: synergy=77.8. (8) Cell line: UWB1289. Drug 1: CN(Cc1cnc2nc(N)nc(N)c2n1)c1ccc(C(=O)NC(CCC(=O)O)C(=O)O)cc1. Synergy scores: synergy=-9.53. Drug 2: COC1=C2CC(C)CC(OC)C(O)C(C)C=C(C)C(OC(N)=O)C(OC)C=CC=C(C)C(=O)NC(=CC1=O)C2=O. (9) Drug 1: CCC1(O)CC2CN(CCc3c([nH]c4ccccc34)C(C(=O)OC)(c3cc4c(cc3OC)N(C)C3C(O)(C(=O)OC)C(OC(C)=O)C5(CC)C=CCN6CCC43C65)C2)C1. Drug 2: Cc1nc(Nc2ncc(C(=O)Nc3c(C)cccc3Cl)s2)cc(N2CCN(CCO)CC2)n1. Cell line: A2780. Synergy scores: synergy=39.2. (10) Drug 1: CN(Cc1cnc2nc(N)nc(N)c2n1)c1ccc(C(=O)NC(CCC(=O)O)C(=O)O)cc1. Drug 2: CC(C)CC(NC(=O)C(Cc1ccccc1)NC(=O)c1cnccn1)B(O)O. Cell line: SKMES1. Synergy scores: synergy=-13.3.